This data is from Catalyst prediction with 721,799 reactions and 888 catalyst types from USPTO. The task is: Predict which catalyst facilitates the given reaction. (1) Reactant: [NH2:1][C:2]1[C:3]([F:19])=[C:4]([C:15]([Cl:18])=[CH:16][CH:17]=1)[C:5]([O:7][CH2:8][C:9]1[CH:14]=[CH:13][CH:12]=[CH:11][CH:10]=1)=[O:6].C(N([CH2:25][CH3:26])CC)C.[CH2:27]([S:30](Cl)(=[O:32])=[O:31])[CH2:28][CH3:29]. Product: [Cl:18][C:15]1[C:4]([C:5]([O:7][CH2:8][C:9]2[CH:14]=[CH:13][CH:12]=[CH:11][CH:10]=2)=[O:6])=[C:3]([F:19])[C:2]([N:1]([S:30]([CH2:27][CH2:25][CH3:26])(=[O:32])=[O:31])[S:30]([CH2:27][CH2:28][CH3:29])(=[O:32])=[O:31])=[CH:17][CH:16]=1. The catalyst class is: 4. (2) Reactant: [Cl:1][C:2]1[CH:11]=[C:10]([N+:12]([O-:14])=[O:13])[CH:9]=[CH:8][C:3]=1[C:4]([NH:6][CH3:7])=O.S(Cl)(Cl)=O.C1(C)C=CC=CC=1.[N:26]([Si](C)(C)C)=[N+:27]=[N-:28]. Product: [Cl:1][C:2]1[CH:11]=[C:10]([N+:12]([O-:14])=[O:13])[CH:9]=[CH:8][C:3]=1[C:4]1[N:6]([CH3:7])[N:28]=[N:27][N:26]=1. The catalyst class is: 10. (3) Reactant: [CH2:1]([O:3][C:4](=[O:24])[CH2:5][C@@H:6]1[C:18]2[NH:17][C:16]3[C:11](=[CH:12][C:13]([F:23])=[CH:14][C:15]=3[S:19]([CH3:22])(=[O:21])=[O:20])[C:10]=2[CH2:9][CH2:8][CH2:7]1)[CH3:2].C1(P(C2C=CC=CC=2)C2C=CC=CC=2)C=CC=CC=1.[Cl:44][C:45]1[CH:50]=[CH:49][C:48]([C@H:51](O)[CH3:52])=[CH:47][CH:46]=1.N(C(OC(C)(C)C)=O)=NC(OC(C)(C)C)=O. Product: [CH2:1]([O:3][C:4](=[O:24])[CH2:5][C@@H:6]1[C:18]2[N:17]([C@H:51]([C:48]3[CH:49]=[CH:50][C:45]([Cl:44])=[CH:46][CH:47]=3)[CH3:52])[C:16]3[C:11](=[CH:12][C:13]([F:23])=[CH:14][C:15]=3[S:19]([CH3:22])(=[O:21])=[O:20])[C:10]=2[CH2:9][CH2:8][CH2:7]1)[CH3:2]. The catalyst class is: 1. (4) Reactant: Cl.Cl[CH2:3][CH2:4][N:5]1[CH2:9][CH2:8][CH2:7][CH2:6]1.C(=O)([O-])[O-].[K+].[K+].CN(C=O)C.[Br:21][C:22]1[CH:23]=[C:24]2[C:29](=[CH:30][CH:31]=1)[CH:28]=[C:27]([OH:32])[CH:26]=[CH:25]2. Product: [Br:21][C:22]1[CH:23]=[C:24]2[C:29](=[CH:30][CH:31]=1)[CH:28]=[C:27]([O:32][CH2:3][CH2:4][N:5]1[CH2:9][CH2:8][CH2:7][CH2:6]1)[CH:26]=[CH:25]2. The catalyst class is: 6. (5) Reactant: Cl.[CH3:2][C@H:3]1[NH:8][CH2:7][C@H:6]([O:9][C:10]2[N:19]=[CH:18][CH:17]=[C:16]([S:20][CH3:21])[C:11]=2[C:12]([O:14][CH3:15])=[O:13])[CH2:5][CH2:4]1.[N:22]1[CH:27]=[CH:26][CH:25]=[N:24][C:23]=1[C:28]1[CH:36]=[CH:35][CH:34]=[CH:33][C:29]=1[C:30](O)=[O:31].C(N(CC)CC)C.C(P1(=O)OP(=O)(CCC)OP(=O)(CCC)O1)CC. Product: [CH3:2][C@H:3]1[N:8]([C:30]([C:29]2[CH:33]=[CH:34][CH:35]=[CH:36][C:28]=2[C:23]2[N:22]=[CH:27][CH:26]=[CH:25][N:24]=2)=[O:31])[CH2:7][C@H:6]([O:9][C:10]2[C:11]([C:12]([O:14][CH3:15])=[O:13])=[C:16]([S:20][CH3:21])[CH:17]=[CH:18][N:19]=2)[CH2:5][CH2:4]1. The catalyst class is: 3. (6) Reactant: [OH-].[Na+].C[O:4][C:5](=[O:23])[C:6]1[CH:11]=[CH:10][C:9]([C:12]#[C:13][C:14]#[C:15][C:16]2[CH:17]=[N:18][C:19]([Cl:22])=[CH:20][CH:21]=2)=[CH:8][CH:7]=1. Product: [Cl:22][C:19]1[N:18]=[CH:17][C:16]([C:15]#[C:14][C:13]#[C:12][C:9]2[CH:8]=[CH:7][C:6]([C:5]([OH:23])=[O:4])=[CH:11][CH:10]=2)=[CH:21][CH:20]=1. The catalyst class is: 5.